This data is from Forward reaction prediction with 1.9M reactions from USPTO patents (1976-2016). The task is: Predict the product of the given reaction. (1) Given the reactants Cl[C:2]1[N:7]=[C:6]([Cl:8])[C:5]([C:9]([F:12])([F:11])[F:10])=[CH:4][N:3]=1.Cl.[CH2:14]([NH:17][C:18](=[O:28])[C:19]1[CH:24]=[CH:23][C:22]([NH2:25])=[C:21]([O:26][CH3:27])[CH:20]=1)[CH2:15][CH3:16].C(N(C(C)C)C(C)C)C, predict the reaction product. The product is: [CH3:27][O:26][C:21]1[CH:20]=[C:19]([C:18](=[O:28])[NH:17][CH2:14][CH2:15][CH3:16])[CH:24]=[CH:23][C:22]=1[NH:25][C:2]1[N:7]=[C:6]([Cl:8])[C:5]([C:9]([F:12])([F:11])[F:10])=[CH:4][N:3]=1. (2) Given the reactants [CH3:1][S:2]([C:5]1[CH:10]=[CH:9][C:8]([C:11]2[N:16]=[CH:15][C:14]([C:17]3[O:18][C:19]([CH3:31])=[C:20]([CH2:22][C:23]([N:25]4[CH2:29][CH2:28][CH2:27][C@H:26]4[CH3:30])=O)[N:21]=3)=[CH:13][CH:12]=2)=[CH:7][CH:6]=1)(=[O:4])=[O:3].[H-].[Al+3].[Li+].[H-].[H-].[H-], predict the reaction product. The product is: [CH3:1][S:2]([C:5]1[CH:6]=[CH:7][C:8]([C:11]2[CH:12]=[CH:13][C:14]([C:17]3[O:18][C:19]([CH3:31])=[C:20]([CH2:22][CH2:23][N:25]4[CH2:29][CH2:28][CH2:27][C@H:26]4[CH3:30])[N:21]=3)=[CH:15][N:16]=2)=[CH:9][CH:10]=1)(=[O:3])=[O:4]. (3) The product is: [I:1][C:2]1[CH:11]=[CH:10][C:9]2[NH:8][C:7](=[O:12])[C:6]3=[C:13]([CH3:16])[N:14]([CH:18]4[CH2:19][CH2:20][CH2:21][CH2:22][O:17]4)[N:15]=[C:5]3[C:4]=2[CH:3]=1. Given the reactants [I:1][C:2]1[CH:11]=[CH:10][C:9]2[NH:8][C:7](=[O:12])[C:6]3=[C:13]([CH3:16])[NH:14][N:15]=[C:5]3[C:4]=2[CH:3]=1.[O:17]1[CH:22]=[CH:21][CH2:20][CH2:19][CH2:18]1.C1(C)C=CC(S(O)(=O)=O)=CC=1, predict the reaction product. (4) Given the reactants [CH3:1][C:2]1[CH:14]=[C:5]2[N:6]=[CH:7][C:8]([C:11]([OH:13])=O)=[C:9]([CH3:10])[N:4]2[N:3]=1.O[N:16]=[C:17]([NH2:24])[C:18]1[CH:23]=[CH:22][CH:21]=[N:20][CH:19]=1.N, predict the reaction product. The product is: [CH3:1][C:2]1[CH:14]=[C:5]2[N:6]=[CH:7][C:8]([C:11]3[O:13][N:24]=[C:17]([C:18]4[CH:19]=[N:20][CH:21]=[CH:22][CH:23]=4)[N:16]=3)=[C:9]([CH3:10])[N:4]2[N:3]=1. (5) Given the reactants FC(F)(F)C(O)=O.[Cl:8][C:9]1[CH:37]=[CH:36][CH:35]=[C:34]([Cl:38])[C:10]=1[C:11]([NH:13][C:14]1[CH:26]=[C:25]([O:27][C:28]2[CH:33]=[CH:32][CH:31]=[CH:30][CH:29]=2)[CH:24]=[CH:23][C:15]=1[C:16]([O:18]C(C)(C)C)=[O:17])=[O:12], predict the reaction product. The product is: [Cl:8][C:9]1[CH:37]=[CH:36][CH:35]=[C:34]([Cl:38])[C:10]=1[C:11]([NH:13][C:14]1[CH:26]=[C:25]([O:27][C:28]2[CH:33]=[CH:32][CH:31]=[CH:30][CH:29]=2)[CH:24]=[CH:23][C:15]=1[C:16]([OH:18])=[O:17])=[O:12]. (6) The product is: [NH:1]1[C:2]2[N:10]=[CH:9][CH:8]=[CH:7][C:3]=2[C:4](=[O:6])[NH:11][C:12]1=[O:13]. Given the reactants [NH2:1][C:2]1[N:10]=[CH:9][CH:8]=[CH:7][C:3]=1[C:4]([OH:6])=O.[NH2:11][C:12](N)=[O:13].C(=O)=O, predict the reaction product.